From a dataset of NCI-60 drug combinations with 297,098 pairs across 59 cell lines. Regression. Given two drug SMILES strings and cell line genomic features, predict the synergy score measuring deviation from expected non-interaction effect. (1) Drug 1: CC1CCC2CC(C(=CC=CC=CC(CC(C(=O)C(C(C(=CC(C(=O)CC(OC(=O)C3CCCCN3C(=O)C(=O)C1(O2)O)C(C)CC4CCC(C(C4)OC)O)C)C)O)OC)C)C)C)OC. Drug 2: C(CN)CNCCSP(=O)(O)O. Cell line: LOX IMVI. Synergy scores: CSS=17.5, Synergy_ZIP=-4.98, Synergy_Bliss=4.42, Synergy_Loewe=-32.9, Synergy_HSA=-1.34. (2) Drug 1: COC1=C(C=C2C(=C1)N=CN=C2NC3=CC(=C(C=C3)F)Cl)OCCCN4CCOCC4. Drug 2: CCC1(CC2CC(C3=C(CCN(C2)C1)C4=CC=CC=C4N3)(C5=C(C=C6C(=C5)C78CCN9C7C(C=CC9)(C(C(C8N6C=O)(C(=O)OC)O)OC(=O)C)CC)OC)C(=O)OC)O.OS(=O)(=O)O. Cell line: HL-60(TB). Synergy scores: CSS=63.9, Synergy_ZIP=13.0, Synergy_Bliss=14.2, Synergy_Loewe=-7.49, Synergy_HSA=12.5. (3) Drug 1: CC1C(C(CC(O1)OC2CC(OC(C2O)C)OC3=CC4=CC5=C(C(=O)C(C(C5)C(C(=O)C(C(C)O)O)OC)OC6CC(C(C(O6)C)O)OC7CC(C(C(O7)C)O)OC8CC(C(C(O8)C)O)(C)O)C(=C4C(=C3C)O)O)O)O. Synergy scores: CSS=37.7, Synergy_ZIP=-2.16, Synergy_Bliss=-2.92, Synergy_Loewe=-4.40, Synergy_HSA=-2.22. Cell line: SK-MEL-28. Drug 2: C1=NC2=C(N1)C(=S)N=CN2. (4) Drug 1: C1=CC=C(C=C1)NC(=O)CCCCCCC(=O)NO. Drug 2: CC1CCCC2(C(O2)CC(NC(=O)CC(C(C(=O)C(C1O)C)(C)C)O)C(=CC3=CSC(=N3)C)C)C. Cell line: HOP-92. Synergy scores: CSS=22.0, Synergy_ZIP=-0.330, Synergy_Bliss=9.07, Synergy_Loewe=-0.324, Synergy_HSA=7.08. (5) Drug 1: C1=NC2=C(N1)C(=S)N=CN2. Drug 2: COC1=C2C(=CC3=C1OC=C3)C=CC(=O)O2. Cell line: OVCAR-5. Synergy scores: CSS=12.9, Synergy_ZIP=-6.26, Synergy_Bliss=2.36, Synergy_Loewe=-9.90, Synergy_HSA=2.41.